From a dataset of Full USPTO retrosynthesis dataset with 1.9M reactions from patents (1976-2016). Predict the reactants needed to synthesize the given product. (1) Given the product [F:15][C:16]([F:29])([F:28])[S:17]([O:20][C:9]1[CH:10]=[CH:2][C:3]([CH2:11][CH:12]([CH3:13])[CH3:14])=[CH:4][C:8]=1[C:31]#[N:30])(=[O:19])=[O:18], predict the reactants needed to synthesize it. The reactants are: O[C:2]1[C:3]([CH2:11][CH:12]([CH3:14])[CH3:13])=[C:4]([CH:8]=[CH:9][CH:10]=1)C(N)=O.[F:15][C:16]([F:29])([F:28])[S:17]([O:20]S(C(F)(F)F)(=O)=O)(=[O:19])=[O:18].[N:30]1C=CC=C[CH:31]=1. (2) Given the product [CH:12]([C:2]1[C:3]([C:8]([O:10][CH3:11])=[O:9])=[N:4][CH:5]=[CH:6][CH:7]=1)=[CH2:13], predict the reactants needed to synthesize it. The reactants are: Br[C:2]1[C:3]([C:8]([O:10][CH3:11])=[O:9])=[N:4][CH:5]=[CH:6][CH:7]=1.[CH:12]([B-](F)(F)F)=[CH2:13].[K+].C(N(CC)CC)C. (3) The reactants are: [CH2:1]([O:5][CH:6]([C:8]1[CH:17]=[CH:16][C:11]([C:12]([O:14]C)=[O:13])=[CH:10][CH:9]=1)[CH3:7])[CH:2]([CH3:4])[CH3:3].CO.O.[OH-].[Li+]. Given the product [CH2:1]([O:5][CH:6]([C:8]1[CH:9]=[CH:10][C:11]([C:12]([OH:14])=[O:13])=[CH:16][CH:17]=1)[CH3:7])[CH:2]([CH3:4])[CH3:3], predict the reactants needed to synthesize it. (4) Given the product [C:5]1([C:11]2[CH:19]=[CH:18][CH:17]=[C:16]3[C:12]=2[CH2:13][CH2:14][NH:15]3)[CH:6]=[CH:7][CH:8]=[CH:9][CH:10]=1, predict the reactants needed to synthesize it. The reactants are: C([BH3-])#N.[Na+].[C:5]1([C:11]2[CH:19]=[CH:18][CH:17]=[C:16]3[C:12]=2[CH:13]=[CH:14][NH:15]3)[CH:10]=[CH:9][CH:8]=[CH:7][CH:6]=1.[OH-].[Na+].C(OCC)(=O)C.